This data is from Reaction yield outcomes from USPTO patents with 853,638 reactions. The task is: Predict the reaction yield, written as a fraction of the theoretical maximum amount of product (1.0 means a 100% yield; for example, 0.34 means a 34% yield). The reactants are [CH:1]([C@H:14]1[O:19][CH2:18][C@@H:17]([NH2:20])[CH2:16][CH2:15]1)([C:8]1[CH:13]=[CH:12][CH:11]=[CH:10][CH:9]=1)[C:2]1[CH:7]=[CH:6][CH:5]=[CH:4][CH:3]=1.[N+:21]([C:24]1[CH:31]=[CH:30][C:27]([CH:28]=O)=[CH:26][CH:25]=1)([O-:23])=[O:22].C(O)(=O)C.[BH3-]C#N.[Na+]. The catalyst is ClCCCl.CO. The product is [CH:1]([C@H:14]1[O:19][CH2:18][C@@H:17]([NH:20][CH2:28][C:27]2[CH:30]=[CH:31][C:24]([N+:21]([O-:23])=[O:22])=[CH:25][CH:26]=2)[CH2:16][CH2:15]1)([C:8]1[CH:13]=[CH:12][CH:11]=[CH:10][CH:9]=1)[C:2]1[CH:3]=[CH:4][CH:5]=[CH:6][CH:7]=1. The yield is 0.800.